From a dataset of Forward reaction prediction with 1.9M reactions from USPTO patents (1976-2016). Predict the product of the given reaction. (1) Given the reactants C(OC([N:8]1[CH2:13][CH2:12][N:11]([C:14]2[C:19]([CH3:20])=[CH:18][C:17]([C:21]#[N:22])=[CH:16][N:15]=2)[CH2:10][CH2:9]1)=O)(C)(C)C.FC(F)(F)C(O)=O, predict the reaction product. The product is: [CH3:20][C:19]1[C:14]([N:11]2[CH2:10][CH2:9][NH:8][CH2:13][CH2:12]2)=[N:15][CH:16]=[C:17]([CH:18]=1)[C:21]#[N:22]. (2) Given the reactants [CH3:1][S-:2].[Na+].Cl[C:5]1[CH:14]=[C:13]([C:15]([F:18])([F:17])[F:16])[CH:12]=[CH:11][C:6]=1[C:7]([O:9][CH3:10])=[O:8], predict the reaction product. The product is: [CH3:1][S:2][C:5]1[CH:14]=[C:13]([C:15]([F:18])([F:17])[F:16])[CH:12]=[CH:11][C:6]=1[C:7]([O:9][CH3:10])=[O:8]. (3) Given the reactants [Cl:1][C:2]1[CH:3]=[C:4]([S:9]([N:12]2[CH:25]([CH2:26][C:27]([OH:29])=O)[C:24]3[C:19](=[CH:20][CH:21]=[CH:22][CH:23]=3)[C:18]3[CH:17]=[CH:16][CH:15]=[CH:14][C:13]2=3)(=[O:11])=[O:10])[CH:5]=[CH:6][C:7]=1[Cl:8].[N:30]1[CH:35]=[CH:34][C:33]([N:36]2[CH2:41][CH2:40][N:39]([CH2:42][CH2:43][CH2:44][NH2:45])[CH2:38][CH2:37]2)=[CH:32][CH:31]=1, predict the reaction product. The product is: [Cl:1][C:2]1[CH:3]=[C:4]([S:9]([N:12]2[CH:25]([CH2:26][C:27]([NH:45][CH2:44][CH2:43][CH2:42][N:39]3[CH2:40][CH2:41][N:36]([C:33]4[CH:34]=[CH:35][N:30]=[CH:31][CH:32]=4)[CH2:37][CH2:38]3)=[O:29])[C:24]3[C:19](=[CH:20][CH:21]=[CH:22][CH:23]=3)[C:18]3[CH:17]=[CH:16][CH:15]=[CH:14][C:13]2=3)(=[O:11])=[O:10])[CH:5]=[CH:6][C:7]=1[Cl:8]. (4) Given the reactants [C:1]([O:5][C:6](=[O:18])[CH2:7][N:8]1[C:16]2[C:11](=[CH:12][CH:13]=[C:14]([OH:17])[CH:15]=2)[CH:10]=[CH:9]1)([CH3:4])([CH3:3])[CH3:2].Cl[CH2:20][C:21]1[CH:25]=[C:24]([C:26]2[CH:31]=[CH:30][C:29]([C:32]([F:35])([F:34])[F:33])=[CH:28][CH:27]=2)[NH:23][N:22]=1.C(=O)([O-])[O-].[Cs+].[Cs+].[I-].[K+], predict the reaction product. The product is: [C:1]([O:5][C:6](=[O:18])[CH2:7][N:8]1[C:16]2[C:11](=[CH:12][CH:13]=[C:14]([O:17][CH2:20][C:21]3[CH:25]=[C:24]([C:26]4[CH:27]=[CH:28][C:29]([C:32]([F:34])([F:33])[F:35])=[CH:30][CH:31]=4)[NH:23][N:22]=3)[CH:15]=2)[CH:10]=[CH:9]1)([CH3:4])([CH3:2])[CH3:3]. (5) The product is: [OH:26][CH2:27][C:28]1[CH:33]=[CH:32][C:31]([C:2]2[CH:3]=[CH:4][C:5]([C:8](=[C:16]3[CH2:17][C:18]([CH3:25])([CH3:24])[CH2:19][C:20]([CH3:23])([CH3:22])[CH2:21]3)[C:9]3[CH:10]=[CH:11][C:12]([OH:15])=[CH:13][CH:14]=3)=[CH:6][CH:7]=2)=[CH:30][CH:29]=1. Given the reactants Br[C:2]1[CH:7]=[CH:6][C:5]([C:8](=[C:16]2[CH2:21][C:20]([CH3:23])([CH3:22])[CH2:19][C:18]([CH3:25])([CH3:24])[CH2:17]2)[C:9]2[CH:14]=[CH:13][C:12]([OH:15])=[CH:11][CH:10]=2)=[CH:4][CH:3]=1.[OH:26][CH2:27][C:28]1[CH:33]=[CH:32][C:31](B(O)O)=[CH:30][CH:29]=1.C([O-])([O-])=O.[Na+].[Na+], predict the reaction product. (6) Given the reactants [C:1]([O:9][CH2:10][C@@H:11]1[C@@:15]([O:17][C:18](=[O:20])[CH3:19])([CH3:16])[C@:14]([F:22])([CH3:21])[CH:13]([N:23]2[CH:31]=[N:30][C:29]3[C:24]2=[N:25][CH:26]=[N:27][C:28]=3Cl)[O:12]1)(=[O:8])[C:2]1[CH:7]=[CH:6][CH:5]=[CH:4][CH:3]=1.[CH:33]1([NH2:36])[CH2:35][CH2:34]1.O, predict the reaction product. The product is: [C:1]([O:9][CH2:10][C@@H:11]1[C@@:15]([O:17][C:18](=[O:20])[CH3:19])([CH3:16])[C@:14]([F:22])([CH3:21])[CH:13]([N:23]2[CH:31]=[N:30][C:29]3[C:24]2=[N:25][CH:26]=[N:27][C:28]=3[NH:36][CH:33]2[CH2:35][CH2:34]2)[O:12]1)(=[O:8])[C:2]1[CH:7]=[CH:6][CH:5]=[CH:4][CH:3]=1.